Dataset: TCR-epitope binding with 47,182 pairs between 192 epitopes and 23,139 TCRs. Task: Binary Classification. Given a T-cell receptor sequence (or CDR3 region) and an epitope sequence, predict whether binding occurs between them. (1) The epitope is IPSINVHHY. The TCR CDR3 sequence is CASSEDGMNTEAFF. Result: 0 (the TCR does not bind to the epitope). (2) The epitope is PROT_97E67BCC. The TCR CDR3 sequence is CASSELASGLAEQFF. Result: 1 (the TCR binds to the epitope). (3) The epitope is ELAGIGILTV. The TCR CDR3 sequence is CASGLTVGRRDEQFF. Result: 1 (the TCR binds to the epitope). (4) The epitope is KLNVGDYFV. The TCR CDR3 sequence is CASSWGADNEQFF. Result: 1 (the TCR binds to the epitope). (5) The epitope is PROT_97E67BCC. The TCR CDR3 sequence is CASARLAARTDTQYF. Result: 1 (the TCR binds to the epitope). (6) The epitope is FRYMNSQGL. The TCR CDR3 sequence is CASSQGTGPLHF. Result: 0 (the TCR does not bind to the epitope). (7) The epitope is SFHSLHLLF. The TCR CDR3 sequence is CASSRGLNYEQYF. Result: 0 (the TCR does not bind to the epitope). (8) The TCR CDR3 sequence is CASSTRLAADTQYF. Result: 0 (the TCR does not bind to the epitope). The epitope is YEGNSPFHPL. (9) The epitope is FLPRVFSAV. The TCR CDR3 sequence is CASSDGANFPEAFF. Result: 1 (the TCR binds to the epitope). (10) The epitope is ILGLPTQTV. The TCR CDR3 sequence is CASSQEESSGETQYF. Result: 1 (the TCR binds to the epitope).